Dataset: Peptide-MHC class II binding affinity with 134,281 pairs from IEDB. Task: Regression. Given a peptide amino acid sequence and an MHC pseudo amino acid sequence, predict their binding affinity value. This is MHC class II binding data. (1) The MHC is DRB1_0405 with pseudo-sequence DRB1_0405. The binding affinity (normalized) is 0. The peptide sequence is VGADEDDIKATYDKG. (2) The peptide sequence is GECQIVDKIDAAFKI. The MHC is DRB1_1201 with pseudo-sequence DRB1_1201. The binding affinity (normalized) is 0.575. (3) The peptide sequence is VEALYLVCGERGFFY. The MHC is DRB1_0401 with pseudo-sequence DRB1_0401. The binding affinity (normalized) is 0.506. (4) The peptide sequence is YDKFLANVSNVLTGK. The MHC is DRB1_0404 with pseudo-sequence DRB1_0404. The binding affinity (normalized) is 0.612.